Dataset: Forward reaction prediction with 1.9M reactions from USPTO patents (1976-2016). Task: Predict the product of the given reaction. Given the reactants [CH3:1][S:2](Cl)(=[O:4])=[O:3].[CH2:6]([O:13][CH2:14][C:15]1([CH2:18][OH:19])[CH2:17][CH2:16]1)[C:7]1[CH:12]=[CH:11][CH:10]=[CH:9][CH:8]=1.C(N(CC)CC)C, predict the reaction product. The product is: [CH3:1][S:2]([O:19][CH2:18][C:15]1([CH2:14][O:13][CH2:6][C:7]2[CH:12]=[CH:11][CH:10]=[CH:9][CH:8]=2)[CH2:16][CH2:17]1)(=[O:4])=[O:3].